From a dataset of NCI-60 drug combinations with 297,098 pairs across 59 cell lines. Regression. Given two drug SMILES strings and cell line genomic features, predict the synergy score measuring deviation from expected non-interaction effect. (1) Drug 1: CS(=O)(=O)C1=CC(=C(C=C1)C(=O)NC2=CC(=C(C=C2)Cl)C3=CC=CC=N3)Cl. Drug 2: CC1=C(C=C(C=C1)NC(=O)C2=CC=C(C=C2)CN3CCN(CC3)C)NC4=NC=CC(=N4)C5=CN=CC=C5. Cell line: HOP-62. Synergy scores: CSS=3.85, Synergy_ZIP=-2.55, Synergy_Bliss=-1.66, Synergy_Loewe=-22.4, Synergy_HSA=-2.17. (2) Drug 1: CS(=O)(=O)C1=CC(=C(C=C1)C(=O)NC2=CC(=C(C=C2)Cl)C3=CC=CC=N3)Cl. Drug 2: CC1C(C(CC(O1)OC2CC(OC(C2O)C)OC3=CC4=CC5=C(C(=O)C(C(C5)C(C(=O)C(C(C)O)O)OC)OC6CC(C(C(O6)C)O)OC7CC(C(C(O7)C)O)OC8CC(C(C(O8)C)O)(C)O)C(=C4C(=C3C)O)O)O)O. Cell line: HS 578T. Synergy scores: CSS=14.0, Synergy_ZIP=29.1, Synergy_Bliss=31.0, Synergy_Loewe=23.5, Synergy_HSA=24.2. (3) Drug 1: CNC(=O)C1=NC=CC(=C1)OC2=CC=C(C=C2)NC(=O)NC3=CC(=C(C=C3)Cl)C(F)(F)F. Drug 2: C1C(C(OC1N2C=NC3=C2NC=NCC3O)CO)O. Cell line: HS 578T. Synergy scores: CSS=1.96, Synergy_ZIP=-0.104, Synergy_Bliss=0.0673, Synergy_Loewe=-0.748, Synergy_HSA=-1.36. (4) Drug 1: CC1=C2C(C(=O)C3(C(CC4C(C3C(C(C2(C)C)(CC1OC(=O)C(C(C5=CC=CC=C5)NC(=O)C6=CC=CC=C6)O)O)OC(=O)C7=CC=CC=C7)(CO4)OC(=O)C)O)C)OC(=O)C. Drug 2: CC1=C(C(=CC=C1)Cl)NC(=O)C2=CN=C(S2)NC3=CC(=NC(=N3)C)N4CCN(CC4)CCO. Cell line: KM12. Synergy scores: CSS=36.7, Synergy_ZIP=14.6, Synergy_Bliss=16.8, Synergy_Loewe=12.3, Synergy_HSA=14.1. (5) Cell line: EKVX. Drug 2: CC(C)CN1C=NC2=C1C3=CC=CC=C3N=C2N. Synergy scores: CSS=1.90, Synergy_ZIP=-2.51, Synergy_Bliss=-1.43, Synergy_Loewe=-3.30, Synergy_HSA=-2.33. Drug 1: C1=CN(C(=O)N=C1N)C2C(C(C(O2)CO)O)O.Cl. (6) Drug 1: CS(=O)(=O)C1=CC(=C(C=C1)C(=O)NC2=CC(=C(C=C2)Cl)C3=CC=CC=N3)Cl. Drug 2: C1=NC(=NC(=O)N1C2C(C(C(O2)CO)O)O)N. Cell line: SW-620. Synergy scores: CSS=2.99, Synergy_ZIP=-2.57, Synergy_Bliss=0.814, Synergy_Loewe=-14.4, Synergy_HSA=-1.94. (7) Synergy scores: CSS=3.25, Synergy_ZIP=3.98, Synergy_Bliss=-1.26, Synergy_Loewe=-5.67, Synergy_HSA=-1.87. Drug 1: CCC(=C(C1=CC=CC=C1)C2=CC=C(C=C2)OCCN(C)C)C3=CC=CC=C3.C(C(=O)O)C(CC(=O)O)(C(=O)O)O. Drug 2: C1=CC=C(C(=C1)C(C2=CC=C(C=C2)Cl)C(Cl)Cl)Cl. Cell line: HS 578T.